Dataset: Forward reaction prediction with 1.9M reactions from USPTO patents (1976-2016). Task: Predict the product of the given reaction. Given the reactants [F:1][C:2]1[C:3]([CH2:18][N:19]2C(=O)C3C(=CC=CC=3)C2=O)=[CH:4][C:5]([C:8]2[N:12]([CH3:13])[N:11]=[C:10]([C:14]([F:17])([F:16])[F:15])[CH:9]=2)=[N:6][CH:7]=1.O.NN, predict the reaction product. The product is: [F:1][C:2]1[C:3]([CH2:18][NH2:19])=[CH:4][C:5]([C:8]2[N:12]([CH3:13])[N:11]=[C:10]([C:14]([F:17])([F:15])[F:16])[CH:9]=2)=[N:6][CH:7]=1.